This data is from Peptide-MHC class II binding affinity with 134,281 pairs from IEDB. The task is: Regression. Given a peptide amino acid sequence and an MHC pseudo amino acid sequence, predict their binding affinity value. This is MHC class II binding data. (1) The peptide sequence is NVTENFNMWKNNMVEQMH. The MHC is HLA-DPA10201-DPB10501 with pseudo-sequence HLA-DPA10201-DPB10501. The binding affinity (normalized) is 0.0847. (2) The peptide sequence is IRDKVQKEYALFYKLDVV. The MHC is DRB4_0101 with pseudo-sequence DRB4_0103. The binding affinity (normalized) is 0.261. (3) The peptide sequence is GELKIVDKIDAAFKI. The MHC is DRB1_0401 with pseudo-sequence DRB1_0401. The binding affinity (normalized) is 0.440. (4) The peptide sequence is MGDDHFWAVRGGGGE. The MHC is HLA-DQA10501-DQB10301 with pseudo-sequence HLA-DQA10501-DQB10301. The binding affinity (normalized) is 0.554. (5) The peptide sequence is GPDGRLLRGHNQFAYDGK. The MHC is DRB1_0402 with pseudo-sequence DRB1_0402. The binding affinity (normalized) is 0.851. (6) The peptide sequence is IAGLFLTTEAVVADK. The MHC is DRB1_0404 with pseudo-sequence DRB1_0404. The binding affinity (normalized) is 0.569. (7) The peptide sequence is KVPWDQVVMTSLALV. The MHC is HLA-DQA10201-DQB10402 with pseudo-sequence HLA-DQA10201-DQB10402. The binding affinity (normalized) is 0.378.